Dataset: hERG Central: cardiac toxicity at 1µM, 10µM, and general inhibition. Task: Predict hERG channel inhibition at various concentrations. (1) The compound is O=C(Nc1ccc(Oc2cccnc2)cc1)C1CCN(Cc2cccc(Cl)c2)CC1. Results: hERG_inhib (hERG inhibition (general)): blocker. (2) The compound is CC(=O)N1CCN(c2ccc(NC(=O)c3ccc(F)cc3)cc2)CC1. Results: hERG_inhib (hERG inhibition (general)): blocker.